This data is from Catalyst prediction with 721,799 reactions and 888 catalyst types from USPTO. The task is: Predict which catalyst facilitates the given reaction. (1) Reactant: [NH2:1][C:2]1[N:7]=[CH:6][C:5]([N:8]2[C:16]3[C:11](=[CH:12][C:13]([NH2:17])=[CH:14][CH:15]=3)[CH:10]=[CH:9]2)=[CH:4][CH:3]=1.I.[S:19]1[CH:23]=[CH:22][CH:21]=[C:20]1[C:24](SC)=[NH:25]. Product: [NH2:1][C:2]1[N:7]=[CH:6][C:5]([N:8]2[C:16]3[C:11](=[CH:12][C:13]([NH:17][C:24]([C:20]4[S:19][CH:23]=[CH:22][CH:21]=4)=[NH:25])=[CH:14][CH:15]=3)[CH:10]=[CH:9]2)=[CH:4][CH:3]=1. The catalyst class is: 14. (2) Reactant: [CH3:1][OH:2].II.O.[SH:6][C:7]1[CH:12]=[CH:11][CH:10]=[CH:9][C:8]=1[OH:13]. Product: [OH:13][C:8]1[CH:9]=[CH:10][CH:11]=[CH:12][C:7]=1[S:6][S:6][C:7]1[CH:8]=[CH:9][CH:10]=[CH:11][C:1]=1[OH:2]. The catalyst class is: 13.